Dataset: Full USPTO retrosynthesis dataset with 1.9M reactions from patents (1976-2016). Task: Predict the reactants needed to synthesize the given product. (1) Given the product [CH3:44][C:33]1([CH3:45])[C@@H:34]([C:36]([N:38]2[CH2:39][CH2:40][CH2:41][CH2:42][CH2:43]2)=[O:37])[CH2:35][C@H:32]1[NH:31][C:30]([C@:14]12[CH2:26][CH2:25][C@@H:24]([C:27]([CH3:29])=[CH2:28])[C@@H:15]1[C@@H:16]1[C@@:11]([CH3:47])([CH2:12][CH2:13]2)[C@@:10]2([CH3:48])[C@@H:19]([C@:20]3([CH3:23])[C@@H:7]([CH2:8][CH2:9]2)[C:6]([CH3:49])([CH3:50])[C@@H:5]([OH:4])[CH2:22][CH2:21]3)[CH2:18][CH2:17]1)=[O:46], predict the reactants needed to synthesize it. The reactants are: C([O:4][C@H:5]1[CH2:22][CH2:21][C@@:20]2([CH3:23])[C@@H:7]([CH2:8][CH2:9][C@:10]3([CH3:48])[C@@H:19]2[CH2:18][CH2:17][C@H:16]2[C@@:11]3([CH3:47])[CH2:12][CH2:13][C@@:14]3([C:30](=[O:46])[NH:31][C@@H:32]4[CH2:35][C@H:34]([C:36]([N:38]5[CH2:43][CH2:42][CH2:41][CH2:40][CH2:39]5)=[O:37])[C:33]4([CH3:45])[CH3:44])[CH2:26][CH2:25][C@@H:24]([C:27]([CH3:29])=[CH2:28])[C@@H:15]32)[C:6]1([CH3:50])[CH3:49])(=O)C.[OH-].[Na+]. (2) Given the product [Cl:1][C:2]1[CH:7]=[C:6]([Cl:8])[CH:5]=[C:4]([CH3:9])[C:3]=1[N:10]([C:21](=[O:22])[CH2:20][Cl:19])[C:11]1[CH:16]=[CH:15][C:14]([CH2:17][CH3:18])=[CH:13][CH:12]=1, predict the reactants needed to synthesize it. The reactants are: [Cl:1][C:2]1[CH:7]=[C:6]([Cl:8])[CH:5]=[C:4]([CH3:9])[C:3]=1[NH:10][C:11]1[CH:16]=[CH:15][C:14]([CH2:17][CH3:18])=[CH:13][CH:12]=1.[Cl:19][CH2:20][C:21](Cl)=[O:22]. (3) The reactants are: ClCCl.[NH2:4][CH2:5][CH2:6][CH2:7][CH2:8][CH2:9][OH:10].[C:11](Cl)(=[O:18])[C:12]1[CH:17]=[CH:16][CH:15]=[N:14][CH:13]=1. Given the product [OH:10][CH2:9][CH2:8][CH2:7][CH2:6][CH2:5][NH:4][C:11](=[O:18])[C:12]1[CH:17]=[CH:16][CH:15]=[N:14][CH:13]=1, predict the reactants needed to synthesize it.